Dataset: Forward reaction prediction with 1.9M reactions from USPTO patents (1976-2016). Task: Predict the product of the given reaction. (1) Given the reactants C([O:8][C:9]1[CH:18]=[CH:17][C:16]([C:19](=[O:25])[CH:20](OCC)O)=[CH:15][C:10]=1[C:11]([O:13]C)=O)C1C=CC=CC=1.[CH2:26]([C:33]1([NH2:36])[CH2:35][CH2:34]1)[C:27]1[CH:32]=[CH:31][CH:30]=[CH:29][CH:28]=1.FC(F)(F)C([O-])=O, predict the reaction product. The product is: [CH2:26]([C:33]1([NH:36][CH2:20][CH:19]([C:16]2[CH:17]=[CH:18][C:9]([OH:8])=[C:10]([CH2:11][OH:13])[CH:15]=2)[OH:25])[CH2:35][CH2:34]1)[C:27]1[CH:32]=[CH:31][CH:30]=[CH:29][CH:28]=1. (2) Given the reactants [NH2:1][C:2]1[CH:7]=[CH:6][C:5]([N:8]2[C:14](=[O:15])[CH2:13][C:12](=[O:16])[NH:11][C:10]3[C:17]4[C:22]([CH:23]=[CH:24][C:9]2=3)=[CH:21][CH:20]=[CH:19][CH:18]=4)=[CH:4][CH:3]=1.[Cl:25][C:26]1[CH:31]=[CH:30][CH:29]=[CH:28][C:27]=1[N:32]=[C:33]=[S:34], predict the reaction product. The product is: [Cl:25][C:26]1[CH:31]=[CH:30][CH:29]=[CH:28][C:27]=1[NH:32][C:33]([NH:1][C:2]1[CH:7]=[CH:6][C:5]([N:8]2[C:14](=[O:15])[CH2:13][C:12](=[O:16])[NH:11][C:10]3[C:17]4[C:22]([CH:23]=[CH:24][C:9]2=3)=[CH:21][CH:20]=[CH:19][CH:18]=4)=[CH:4][CH:3]=1)=[S:34]. (3) Given the reactants [CH2:1]([O:3][C:4]([C:6]1[S:17][C:9]2[N:10]=[C:11]([S:15][CH3:16])[N:12]=[C:13](Cl)[C:8]=2[CH:7]=1)=[O:5])[CH3:2].[Cl:18][C:19]1[CH:24]=[CH:23][C:22](B(O)O)=[CH:21][CH:20]=1.[O-]P([O-])([O-])=O.[K+].[K+].[K+], predict the reaction product. The product is: [CH2:1]([O:3][C:4]([C:6]1[S:17][C:9]2[N:10]=[C:11]([S:15][CH3:16])[N:12]=[C:13]([C:22]3[CH:23]=[CH:24][C:19]([Cl:18])=[CH:20][CH:21]=3)[C:8]=2[CH:7]=1)=[O:5])[CH3:2]. (4) Given the reactants [H-].[Na+].[CH3:3][S:4][C:5]1[CH:10]=[CH:9][C:8]([CH2:11][C:12]([O:14][CH2:15][CH3:16])=[O:13])=[CH:7][CH:6]=1.Cl.[CH:18](OCC)=[O:19], predict the reaction product. The product is: [CH3:3][S:4][C:5]1[CH:6]=[CH:7][C:8]([CH:11]([CH:18]=[O:19])[C:12]([O:14][CH2:15][CH3:16])=[O:13])=[CH:9][CH:10]=1. (5) Given the reactants [CH3:1][O:2][C:3]1[CH:4]=[CH:5][C:6]([C:15]([OH:21])([CH3:20])[C:16]([F:19])([F:18])[F:17])=[C:7]([CH2:9][CH2:10][O:11]C(=O)C)[CH:8]=1.[OH-].[Na+], predict the reaction product. The product is: [F:17][C:16]([F:18])([F:19])[C:15]([C:6]1[CH:5]=[CH:4][C:3]([O:2][CH3:1])=[CH:8][C:7]=1[CH2:9][CH2:10][OH:11])([OH:21])[CH3:20]. (6) Given the reactants CC[Mg+].[Br-].Br[C:6]1[N:10]([CH3:11])[CH:9]=[N:8][CH:7]=1.CON(C)[C:15](=[O:26])[C:16]1[CH:21]=[CH:20][C:19]([N+:22]([O-:24])=[O:23])=[C:18]([CH3:25])[CH:17]=1, predict the reaction product. The product is: [CH3:11][N:10]1[C:6]([C:15]([C:16]2[CH:21]=[CH:20][C:19]([N+:22]([O-:24])=[O:23])=[C:18]([CH3:25])[CH:17]=2)=[O:26])=[CH:7][N:8]=[CH:9]1. (7) Given the reactants [CH2:1]([S:8][CH2:9][CH2:10][C:11](Cl)=O)[C:2]1[CH:7]=[CH:6][CH:5]=[CH:4][CH:3]=1.Cl.[NH2:15][NH:16][C:17]([NH2:19])=[O:18].[OH-].[Na+], predict the reaction product. The product is: [CH2:1]([S:8][CH2:9][CH2:10][C:11]1[NH:19][C:17](=[O:18])[NH:16][N:15]=1)[C:2]1[CH:3]=[CH:4][CH:5]=[CH:6][CH:7]=1.